Dataset: Catalyst prediction with 721,799 reactions and 888 catalyst types from USPTO. Task: Predict which catalyst facilitates the given reaction. (1) Reactant: CN(C)[CH:3]=[CH:4][C:5]([C:7]1[C:12](=[O:13])[CH:11]=[CH:10][N:9]([C:14]2[CH:19]=[CH:18][C:17]([C:20]([F:23])([F:22])[F:21])=[CH:16][CH:15]=2)[N:8]=1)=O.[C:25]1([NH:31][NH2:32])[CH:30]=[CH:29][CH:28]=[CH:27][CH:26]=1. Product: [C:25]1([N:31]2[C:5]([C:7]3[C:12](=[O:13])[CH:11]=[CH:10][N:9]([C:14]4[CH:19]=[CH:18][C:17]([C:20]([F:22])([F:21])[F:23])=[CH:16][CH:15]=4)[N:8]=3)=[CH:4][CH:3]=[N:32]2)[CH:30]=[CH:29][CH:28]=[CH:27][CH:26]=1. The catalyst class is: 5. (2) Reactant: C[O:2][C:3](=[O:21])[C:4]1[CH:9]=[C:8]([CH:10]2[O:15][CH2:14][CH2:13][CH2:12][O:11]2)[N:7]=[C:6]([NH:16][C@H:17]([CH2:19][CH3:20])[CH3:18])[CH:5]=1.[OH-].[Li+].Cl. Product: [C@@H:17]([NH:16][C:6]1[CH:5]=[C:4]([CH:9]=[C:8]([CH:10]2[O:15][CH2:14][CH2:13][CH2:12][O:11]2)[N:7]=1)[C:3]([OH:21])=[O:2])([CH2:19][CH3:20])[CH3:18]. The catalyst class is: 5. (3) Reactant: [I:1][C:2]1[C:10]2[C:5](=[N:6][CH:7]=[N:8][C:9]=2[NH2:11])[NH:4][N:3]=1.[H-].[Na+].[ClH:14].[Cl:15][CH2:16][C:17]1[N:18]=[C:19]2[CH:34]=[CH:33][CH:32]=[C:31]([CH3:35])[N:20]2[C:21](=[O:30])[C:22]=1[C:23]1[CH:28]=[CH:27][CH:26]=[C:25]([F:29])[CH:24]=1. Product: [CH2:16]([Cl:15])[Cl:14].[CH3:21][OH:30].[NH4+:3].[OH-:30].[NH2:11][C:9]1[N:8]=[CH:7][N:6]=[C:5]2[N:4]([CH2:16][C:17]3[N:18]=[C:19]4[CH:34]=[CH:33][CH:32]=[C:31]([CH3:35])[N:20]4[C:21](=[O:30])[C:22]=3[C:23]3[CH:28]=[CH:27][CH:26]=[C:25]([F:29])[CH:24]=3)[N:3]=[C:2]([I:1])[C:10]=12. The catalyst class is: 3. (4) Reactant: C(OC(=O)[NH:7][CH:8]1[CH2:13][CH2:12][N:11]([CH2:14][CH2:15][N:16]2[C:25]3[C:20](=[C:21]([C:28]4[CH:33]=[CH:32][N:31]=[CH:30][CH:29]=4)[CH:22]=[C:23]([O:26][CH3:27])[CH:24]=3)[N:19]=[CH:18][C:17]2=[O:34])[CH2:10][CH2:9]1)(C)(C)C.FC(F)(F)C(O)=O. Product: [NH2:7][CH:8]1[CH2:9][CH2:10][N:11]([CH2:14][CH2:15][N:16]2[C:25]3[C:20](=[C:21]([C:28]4[CH:33]=[CH:32][N:31]=[CH:30][CH:29]=4)[CH:22]=[C:23]([O:26][CH3:27])[CH:24]=3)[N:19]=[CH:18][C:17]2=[O:34])[CH2:12][CH2:13]1. The catalyst class is: 22. (5) Reactant: [CH2:1]([O:5][CH2:6][CH2:7][O:8][C:9]1[CH:14]=[CH:13][C:12]([C:15]2[CH:16]=[CH:17][C:18]3[N:24]([CH2:25][CH:26]([CH3:28])[CH3:27])[CH2:23][CH2:22][C:21]([C:29]([NH:31][C:32]4[CH:37]=[CH:36][C:35]([CH2:38][S:39][C:40]5[N:44]([CH3:45])[CH:43]=[N:42][N:41]=5)=[CH:34][CH:33]=4)=[O:30])=[CH:20][C:19]=3[CH:46]=2)=[CH:11][CH:10]=1)[CH2:2][CH2:3][CH3:4].ClC1C=CC=C(C(OO)=[O:55])C=1.S([O-])([O-])(=O)=S.[Mg+2]. Product: [CH2:1]([O:5][CH2:6][CH2:7][O:8][C:9]1[CH:10]=[CH:11][C:12]([C:15]2[CH:16]=[CH:17][C:18]3[N:24]([CH2:25][CH:26]([CH3:27])[CH3:28])[CH2:23][CH2:22][C:21]([C:29]([NH:31][C:32]4[CH:33]=[CH:34][C:35]([CH2:38][S:39]([C:40]5[N:44]([CH3:45])[CH:43]=[N:42][N:41]=5)=[O:55])=[CH:36][CH:37]=4)=[O:30])=[CH:20][C:19]=3[CH:46]=2)=[CH:13][CH:14]=1)[CH2:2][CH2:3][CH3:4]. The catalyst class is: 4. (6) The catalyst class is: 8. Product: [F:27][C:12]1[C:8]2[CH2:9][CH2:10][CH2:11][C:5]3[CH:4]=[N:2][NH:30][C:6]=3[C:7]=2[CH:15]=[CH:14][C:13]=1[N:16]1[CH2:20][C@H:19]([CH2:21][NH:22][C:23](=[O:25])[CH3:24])[O:18][C:17]1=[O:26]. Reactant: C[N:2]([CH:4]=[C:5]1[CH2:11][CH2:10][CH2:9][C:8]2[C:12]([F:27])=[C:13]([N:16]3[CH2:20][C@H:19]([CH2:21][NH:22][C:23](=[O:25])[CH3:24])[O:18][C:17]3=[O:26])[CH:14]=[CH:15][C:7]=2[C:6]1=O)C.O.[NH2:30]N. (7) Reactant: [Cl:1][C:2]1[CH:3]=[C:4]([CH3:10])[C:5]([C:8]#[N:9])=[N:6][CH:7]=1. Product: [Cl:1][C:2]1[CH:3]=[C:4]([CH3:10])[C:5]([CH2:8][NH2:9])=[N:6][CH:7]=1. The catalyst class is: 547.